Dataset: Full USPTO retrosynthesis dataset with 1.9M reactions from patents (1976-2016). Task: Predict the reactants needed to synthesize the given product. (1) The reactants are: Br[C:2]1[CH:3]=[C:4]([O:9][CH:10]([C:12]2[C:17]([Cl:18])=[CH:16][CH:15]=[C:14]([F:19])[C:13]=2[Cl:20])[CH3:11])[C:5]([NH2:8])=[N:6][CH:7]=1.Br[C:22]1[C:27]([O:28][CH3:29])=[CH:26][C:25](B(O)O)=[C:24]([F:33])[CH:23]=1.[CH3:34][PH:35](=[O:37])[CH3:36]. Given the product [Cl:20][C:13]1[C:14]([F:19])=[CH:15][CH:16]=[C:17]([Cl:18])[C:12]=1[CH:10]([O:9][C:4]1[C:5]([NH2:8])=[N:6][CH:7]=[C:2]([C:25]2[CH:26]=[C:27]([O:28][CH3:29])[C:22]([P:35]([CH3:36])([CH3:34])=[O:37])=[CH:23][C:24]=2[F:33])[CH:3]=1)[CH3:11], predict the reactants needed to synthesize it. (2) Given the product [N:1]1([C:8]([C:10]2[CH:14]=[C:13]([C:15]3[CH:20]=[CH:19][CH:18]=[CH:17][CH:16]=3)[S:12][C:11]=2[C:22]#[N:23])=[O:9])[CH2:7][CH2:6][CH2:5][CH2:4][CH2:3][CH2:2]1, predict the reactants needed to synthesize it. The reactants are: [N:1]1([C:8]([C:10]2[CH:14]=[C:13]([C:15]3[CH:20]=[CH:19][CH:18]=[CH:17][CH:16]=3)[S:12][C:11]=2Br)=[O:9])[CH2:7][CH2:6][CH2:5][CH2:4][CH2:3][CH2:2]1.[CH3:22][N:23](C=O)C. (3) Given the product [CH2:1]([O:8][C:18]1[C:23]([N+:24]([O-:26])=[O:25])=[CH:22][CH:21]=[CH:20][N:19]=1)[C:2]1[CH:7]=[CH:6][CH:5]=[CH:4][CH:3]=1, predict the reactants needed to synthesize it. The reactants are: [CH2:1]([OH:8])[C:2]1[CH:7]=[CH:6][CH:5]=[CH:4][CH:3]=1.[OH-].[K+].C(=O)([O-])[O-].[K+].[K+].Cl[C:18]1[C:23]([N+:24]([O-:26])=[O:25])=[CH:22][CH:21]=[CH:20][N:19]=1.COCCOCCN(CCOCCOC)CCOCCOC. (4) Given the product [NH2:68][C:67]1[CH:66]=[CH:65][C:12]([O:13][CH2:14][C:15]2[CH:16]=[C:17]([CH3:64])[C:18]3[N:22]=[C:21]([CH2:23][CH2:24][CH3:25])[N:20]([CH2:26][C:27]4[CH:32]=[CH:31][C:30]([C:33]5[CH:38]=[CH:37][CH:36]=[CH:35][C:34]=5[C:39]5[NH:43][N:42]=[N:41][N:40]=5)=[CH:29][CH:28]=4)[C:19]=3[CH:63]=2)=[CH:11][C:10]=1[NH:8][CH3:6], predict the reactants needed to synthesize it. The reactants are: C(O[C:6]([N:8]([C:10]1[CH:11]=[C:12]([CH:65]=[CH:66][C:67]=1[N+:68]([O-])=O)[O:13][CH2:14][C:15]1[CH:16]=[C:17]([CH3:64])[C:18]2[N:22]=[C:21]([CH2:23][CH2:24][CH3:25])[N:20]([CH2:26][C:27]3[CH:32]=[CH:31][C:30]([C:33]4[CH:38]=[CH:37][CH:36]=[CH:35][C:34]=4[C:39]4[N:43](C(C5C=CC=CC=5)(C5C=CC=CC=5)C5C=CC=CC=5)[N:42]=[N:41][N:40]=4)=[CH:29][CH:28]=3)[C:19]=2[CH:63]=1)C)=O)(C)(C)C.O1CCCC1.C(O)C.Cl. (5) Given the product [Cl:17][C:18]1[CH:19]=[C:20]2[C:21]([C:3]([S:4][C:5]3[CH:6]=[C:7]([CH2:11][C:12]([OH:14])=[O:13])[CH:8]=[CH:9][CH:10]=3)=[C:2]([CH3:15])[NH:24]2)=[CH:22][CH:23]=1, predict the reactants needed to synthesize it. The reactants are: O=[C:2]([CH3:15])[CH2:3][S:4][C:5]1[CH:6]=[C:7]([CH2:11][C:12]([OH:14])=[O:13])[CH:8]=[CH:9][CH:10]=1.Cl.[Cl:17][C:18]1[CH:19]=[C:20]([NH:24]N)[CH:21]=[CH:22][CH:23]=1. (6) Given the product [C:1]1([CH:7]([C:32]2[CH:33]=[CH:34][CH:35]=[CH:36][CH:37]=2)[N:8]2[CH:13]=[CH:12][CH:11]=[C:10]([C:14]([NH:16][C@@H:17]([CH2:23][CH2:24][CH2:25][CH2:26][NH:27][C:28](=[NH:30])[CH3:29])[C:18]([OH:20])=[O:19])=[O:15])[C:9]2=[O:31])[CH:6]=[CH:5][CH:4]=[CH:3][CH:2]=1.[C:38]([OH:44])([C:40]([F:43])([F:42])[F:41])=[O:39], predict the reactants needed to synthesize it. The reactants are: [C:1]1([CH:7]([C:32]2[CH:37]=[CH:36][CH:35]=[CH:34][CH:33]=2)[N:8]2[CH:13]=[CH:12][CH:11]=[C:10]([C:14]([NH:16][C@@H:17]([CH2:23][CH2:24][CH2:25][CH2:26][NH:27][C:28](=[NH:30])[CH3:29])[C:18]([O:20]CC)=[O:19])=[O:15])[C:9]2=[O:31])[CH:6]=[CH:5][CH:4]=[CH:3][CH:2]=1.[C:38]([OH:44])([C:40]([F:43])([F:42])[F:41])=[O:39].